This data is from Peptide-MHC class I binding affinity with 185,985 pairs from IEDB/IMGT. The task is: Regression. Given a peptide amino acid sequence and an MHC pseudo amino acid sequence, predict their binding affinity value. This is MHC class I binding data. The peptide sequence is RSYMSFWCK. The MHC is HLA-B07:02 with pseudo-sequence HLA-B07:02. The binding affinity (normalized) is 0.0847.